From a dataset of Full USPTO retrosynthesis dataset with 1.9M reactions from patents (1976-2016). Predict the reactants needed to synthesize the given product. (1) Given the product [Cl:30][C:31]1[CH:40]=[CH:39][C:34]([C:35]2[NH:6][C:5]([C:7]3[CH:8]=[C:9]4[C:13](=[CH:14][CH:15]=3)[NH:12][N:11]=[C:10]4[C:16]3[CH:21]=[CH:20][C:19]([F:22])=[CH:18][CH:17]=3)=[N:38][N:37]=2)=[CH:33][CH:32]=1, predict the reactants needed to synthesize it. The reactants are: Cl.C(O[C:5]([C:7]1[CH:8]=[C:9]2[C:13](=[CH:14][CH:15]=1)[NH:12][N:11]=[C:10]2[C:16]1[CH:21]=[CH:20][C:19]([F:22])=[CH:18][CH:17]=1)=[NH:6])C.C(N(CC)CC)C.[Cl:30][C:31]1[CH:40]=[CH:39][C:34]([C:35]([NH:37][NH2:38])=O)=[CH:33][CH:32]=1. (2) The reactants are: [F:1][C:2]1[CH:3]=[C:4]([C@@H:9]2[CH2:13][N:12]([C:14]3[CH:15]=[N:16][N:17](CC4C=CC(OC)=CC=4)[CH:18]=3)[CH2:11][C@H:10]2[NH:28][C:29]([NH:31][C:32]2[N:36]([C:37]3[CH:42]=[CH:41][CH:40]=[CH:39][CH:38]=3)[N:35]=[C:34]([O:43][CH2:44][CH3:45])[C:33]=2[CH3:46])=[O:30])[CH:5]=[CH:6][C:7]=1[F:8]. Given the product [F:1][C:2]1[CH:3]=[C:4]([C@@H:9]2[CH2:13][N:12]([C:14]3[CH:15]=[N:16][NH:17][CH:18]=3)[CH2:11][C@H:10]2[NH:28][C:29]([NH:31][C:32]2[N:36]([C:37]3[CH:38]=[CH:39][CH:40]=[CH:41][CH:42]=3)[N:35]=[C:34]([O:43][CH2:44][CH3:45])[C:33]=2[CH3:46])=[O:30])[CH:5]=[CH:6][C:7]=1[F:8], predict the reactants needed to synthesize it. (3) Given the product [Cl:1][C:2]1[N:3]=[C:4]([CH3:11])[N:5]=[C:6]2[NH:12][N:13]=[CH:8][C:7]=12, predict the reactants needed to synthesize it. The reactants are: [Cl:1][C:2]1[C:7]([CH:8]=O)=[C:6](Cl)[N:5]=[C:4]([CH3:11])[N:3]=1.[NH2:12][NH2:13]. (4) Given the product [CH3:1][O:2][C:3]([C:4]1[CH:5]=[C:6]([C:14]2[CH:19]=[CH:18][CH:17]=[CH:16][CH:15]=2)[CH:7]=[C:8]([O:10][CH3:11])[CH:9]=1)=[O:13], predict the reactants needed to synthesize it. The reactants are: [CH3:1][O:2][C:3](=[O:13])[C:4]1[CH:9]=[C:8]([O:10][CH3:11])[CH:7]=[C:6](Br)[CH:5]=1.[C:14]1(B(O)O)[CH:19]=[CH:18][CH:17]=[CH:16][CH:15]=1.C(=O)([O-])[O-].[Na+].[Na+].